This data is from Forward reaction prediction with 1.9M reactions from USPTO patents (1976-2016). The task is: Predict the product of the given reaction. (1) Given the reactants ClC1C(F)=C(C=C(C(F)(F)F)C=1)CN1CCC(COC2C(C3CC3)=CC(C(O)=O)=C(F)C=2)(F)CC1.[CH:36]1([C:39]2[C:40]([O:49][CH2:50][CH:51]3[CH2:56][CH2:55][N:54]([CH2:57][C:58]4[CH:63]=[C:62]([F:64])[CH:61]=[CH:60][C:59]=4[NH:65][CH:66]([CH3:68])[CH3:67])[CH2:53][CH2:52]3)=[CH:41][C:42]([F:48])=[C:43]([CH:47]=2)[C:44](O)=[O:45])[CH2:38][CH2:37]1.CS(N)(=O)=O.[CH:74]1([S:77]([NH2:80])(=[O:79])=[O:78])[CH2:76][CH2:75]1, predict the reaction product. The product is: [CH:36]1([C:39]2[C:40]([O:49][CH2:50][CH:51]3[CH2:56][CH2:55][N:54]([CH2:57][C:58]4[CH:63]=[C:62]([F:64])[CH:61]=[CH:60][C:59]=4[NH:65][CH:66]([CH3:67])[CH3:68])[CH2:53][CH2:52]3)=[CH:41][C:42]([F:48])=[C:43]([CH:47]=2)[C:44]([NH:80][S:77]([CH:74]2[CH2:76][CH2:75]2)(=[O:79])=[O:78])=[O:45])[CH2:38][CH2:37]1. (2) Given the reactants [NH2:1][C:2]1[CH:6]=[C:5]([C:7]2[CH:12]=[CH:11][C:10]([Cl:13])=[CH:9][CH:8]=2)[S:4][C:3]=1[C:14]([O:16]C)=[O:15].[OH-].[Na+].Cl, predict the reaction product. The product is: [NH2:1][C:2]1[CH:6]=[C:5]([C:7]2[CH:8]=[CH:9][C:10]([Cl:13])=[CH:11][CH:12]=2)[S:4][C:3]=1[C:14]([OH:16])=[O:15]. (3) Given the reactants [Cl:1][C:2]1[CH:3]=[N:4][C:5]([N:11]2[CH2:15][CH2:14][CH2:13][CH:12]2[C:16]2[CH:21]=[CH:20][CH:19]=[CH:18][CH:17]=2)=[C:6]([CH:10]=1)[C:7](O)=[O:8].Cl.[NH2:23][C:24]1([C:27]2[CH:36]=[CH:35][C:30]([C:31]([O:33][CH3:34])=[O:32])=[CH:29][CH:28]=2)[CH2:26][CH2:25]1.C(N(CC)C(C)C)(C)C.F[P-](F)(F)(F)(F)F.N1(O[P+](N2CCCC2)(N2CCCC2)N2CCCC2)C2C=CC=CC=2N=N1, predict the reaction product. The product is: [Cl:1][C:2]1[CH:3]=[N:4][C:5]([N:11]2[CH2:15][CH2:14][CH2:13][CH:12]2[C:16]2[CH:21]=[CH:20][CH:19]=[CH:18][CH:17]=2)=[C:6]([CH:10]=1)[C:7]([NH:23][C:24]1([C:27]2[CH:36]=[CH:35][C:30]([C:31]([O:33][CH3:34])=[O:32])=[CH:29][CH:28]=2)[CH2:26][CH2:25]1)=[O:8].